The task is: Predict the product of the given reaction.. This data is from Forward reaction prediction with 1.9M reactions from USPTO patents (1976-2016). Given the reactants NS(N)(=O)=O.Cl[CH2:7][CH2:8][CH2:9][S:10]([N:13]1[CH2:18][CH2:17][CH:16]([C:19]2[C:27]3[C:22](=[C:23]([C:33]([NH2:35])=[O:34])[CH:24]=[C:25]([C:28]4[S:29][CH:30]=[CH:31][CH:32]=4)[CH:26]=3)[NH:21][CH:20]=2)[CH2:15][CH2:14]1)(=[O:12])=[O:11].[CH:36]1([NH2:41])[CH2:40][CH2:39][CH2:38][CH2:37]1.C([O-])([O-])=O.[K+].[K+].[Na+].[I-], predict the reaction product. The product is: [CH:36]1([NH:41][CH2:7][CH2:8][CH2:9][S:10]([N:13]2[CH2:18][CH2:17][CH:16]([C:19]3[C:27]4[C:22](=[C:23]([C:33]([NH2:35])=[O:34])[CH:24]=[C:25]([C:28]5[S:29][CH:30]=[CH:31][CH:32]=5)[CH:26]=4)[NH:21][CH:20]=3)[CH2:15][CH2:14]2)(=[O:12])=[O:11])[CH2:40][CH2:39][CH2:38][CH2:37]1.